This data is from Reaction yield outcomes from USPTO patents with 853,638 reactions. The task is: Predict the reaction yield, written as a fraction of the theoretical maximum amount of product (1.0 means a 100% yield; for example, 0.34 means a 34% yield). (1) The product is [Cl:1][C:2]1[CH:7]=[CH:6][C:5]([C:8]2[N:12]([C:13]3[CH:14]=[CH:15][C:16]([O:19][CH3:20])=[CH:17][CH:18]=3)[N:11]=[C:10]([C:21]3([OH:31])[CH2:22][CH2:23][C:24](=[O:25])[CH2:29][CH2:30]3)[CH:9]=2)=[CH:4][CH:3]=1. The reactants are [Cl:1][C:2]1[CH:7]=[CH:6][C:5]([C:8]2[N:12]([C:13]3[CH:18]=[CH:17][C:16]([O:19][CH3:20])=[CH:15][CH:14]=3)[N:11]=[C:10]([C:21]3([OH:31])[CH2:30][CH2:29][C:24]4(OCC[O:25]4)[CH2:23][CH2:22]3)[CH:9]=2)=[CH:4][CH:3]=1.[OH-].[Na+]. The catalyst is O1CCCC1.Cl. The yield is 0.910. (2) The reactants are [F:1][C:2]1[CH:7]=[CH:6][C:5]([C:8](=O)[C:9]([OH:12])([CH3:11])[CH3:10])=[CH:4][CH:3]=1.[C:14](#[N:18])[CH2:15][C:16]#[N:17]. The catalyst is C(O)(=O)C.N1C=CC=CC=1. The product is [C:16]([C:15]1[C:14](=[C:15]([C:14]#[N:18])[C:16]#[N:17])[O:12][C:9]([CH3:11])([CH3:10])[C:8]=1[C:5]1[CH:6]=[CH:7][C:2]([F:1])=[CH:3][CH:4]=1)#[N:17]. The yield is 0.590. (3) The reactants are [CH2:1]([C:5]1[N:9]([C:10]2[CH:15]=[CH:14][CH:13]=[CH:12][CH:11]=2)[N:8]=[C:7]([C:16](OCC)=[O:17])[CH:6]=1)[CH:2]([CH3:4])[CH3:3].C(OCC)C.ClCCl.[H-].[Al+3].[Li+].[H-].[H-].[H-]. The catalyst is O. The product is [CH2:1]([C:5]1[N:9]([C:10]2[CH:15]=[CH:14][CH:13]=[CH:12][CH:11]=2)[N:8]=[C:7]([CH2:16][OH:17])[CH:6]=1)[CH:2]([CH3:4])[CH3:3]. The yield is 0.992. (4) The reactants are [CH2:1]1[S:5][C@@H:4]([CH2:6][OH:7])[O:3][C@H:2]1[N:8]1[C:13](=[O:14])[N:12]=[C:11]([NH2:15])[C:10]([F:16])=[CH:9]1.CC#N.C([O-])(=O)CCC.C[O-].[Na+]. The catalyst is CO. The product is [CH2:1]1[S:5][C@H:4]([CH2:6][OH:7])[O:3][C@@H:2]1[N:8]1[C:13](=[O:14])[N:12]=[C:11]([NH2:15])[C:10]([F:16])=[CH:9]1. The yield is 0.820. (5) The reactants are O=[C:2]1[CH2:6][S:5][CH2:4][CH:3]1[C:7]([O:9][CH3:10])=[O:8].[F:11][C:12]1[CH:18]=[C:17]([I:19])[CH:16]=[CH:15][C:13]=1[NH2:14]. The catalyst is C(O)C.C(O)(=O)C. The product is [F:11][C:12]1[CH:18]=[C:17]([I:19])[CH:16]=[CH:15][C:13]=1[NH:14][C:2]1[CH2:6][S:5][CH2:4][C:3]=1[C:7]([O:9][CH3:10])=[O:8]. The yield is 0.420.